This data is from Full USPTO retrosynthesis dataset with 1.9M reactions from patents (1976-2016). The task is: Predict the reactants needed to synthesize the given product. Given the product [Br:19][CH2:1][C:2]1[O:3][C:4]([C:7]([O:9][CH2:10][CH3:11])=[O:8])=[CH:5][N:6]=1, predict the reactants needed to synthesize it. The reactants are: [CH3:1][C:2]1[O:3][C:4]([C:7]([O:9][CH2:10][CH3:11])=[O:8])=[CH:5][N:6]=1.C1C(=O)N([Br:19])C(=O)C1.